This data is from Retrosynthesis with 50K atom-mapped reactions and 10 reaction types from USPTO. The task is: Predict the reactants needed to synthesize the given product. Given the product COC[C@]1(O)CCCC[C@H]1n1cnc(C(=O)N2CCNC[C@H]2CCOc2ccccc2)c1-c1ccccc1, predict the reactants needed to synthesize it. The reactants are: COC[C@]1(O)CCCC[C@H]1n1cnc(C(=O)N2CCN(Cc3ccccc3)C[C@H]2CCOc2ccccc2)c1-c1ccccc1.